This data is from Catalyst prediction with 721,799 reactions and 888 catalyst types from USPTO. The task is: Predict which catalyst facilitates the given reaction. (1) Reactant: [F:1][C:2]([F:18])([F:17])[C:3]1[CH:4]=[C:5]([CH:14]=[CH:15][CH:16]=1)[CH2:6][CH:7]1[S:11][C:10]([NH2:12])=[N:9][C:8]1=[O:13].N1C=CC=CC=1.[Cl:25][C:26]1[CH:27]=[C:28]([S:33](Cl)(=[O:35])=[O:34])[CH:29]=[CH:30][C:31]=1[Cl:32].C([O-])(O)=O.[Na+]. Product: [F:18][C:2]([F:1])([F:17])[C:3]1[CH:4]=[C:5]([CH:14]=[CH:15][CH:16]=1)[CH2:6][CH:7]1[S:11][C:10](=[N:12][S:33]([C:28]2[CH:29]=[CH:30][C:31]([Cl:32])=[C:26]([Cl:25])[CH:27]=2)(=[O:35])=[O:34])[NH:9][C:8]1=[O:13]. The catalyst class is: 4. (2) Reactant: O[NH:2][C:3]([C:5]1[S:21][C:8]2=[CH:9][N:10]=[CH:11][C:12]([O:13][C:14]3[CH:19]=[CH:18][C:17]([I:20])=[CH:16][CH:15]=3)=[C:7]2[CH:6]=1)=[NH:4].[C:22](N1C=CN=C1)(N1C=CN=C1)=[S:23].C1C[O:37]CC1. Product: [I:20][C:17]1[CH:18]=[CH:19][C:14]([O:13][C:12]2[CH:11]=[N:10][CH:9]=[C:8]3[S:21][C:5]([C:3]4[NH:2][S:23][C:22](=[O:37])[N:4]=4)=[CH:6][C:7]=23)=[CH:15][CH:16]=1. The catalyst class is: 254. (3) Reactant: [N+:1]([C:4]1[CH:5]=[N:6][C:7]2[C:12]([C:13]=1[NH:14][CH2:15][C:16]1([OH:20])[CH2:19][CH2:18][CH2:17]1)=[CH:11][CH:10]=[CH:9][CH:8]=2)([O-])=O. Product: [NH2:1][C:4]1[CH:5]=[N:6][C:7]2[C:12]([C:13]=1[NH:14][CH2:15][C:16]1([OH:20])[CH2:19][CH2:18][CH2:17]1)=[CH:11][CH:10]=[CH:9][CH:8]=2. The catalyst class is: 320. (4) Reactant: [Cl:1][C:2]1[CH:7]=[CH:6][C:5]([CH:8]2[S:14][CH:13]([CH2:15][C:16]([O:18][CH2:19][CH3:20])=[O:17])[C:12]([CH3:21])=[N:11][C:10]3[N:22]([CH3:26])[N:23]=[C:24]([CH3:25])[C:9]2=3)=[C:4]([CH3:27])[CH:3]=1.[BH4-].[Na+].[NH4+].[Cl-]. Product: [Cl:1][C:2]1[CH:7]=[CH:6][C:5]([C@H:8]2[S:14][C@@H:13]([CH2:15][C:16]([O:18][CH2:19][CH3:20])=[O:17])[C@@H:12]([CH3:21])[NH:11][C:10]3[N:22]([CH3:26])[N:23]=[C:24]([CH3:25])[C:9]2=3)=[C:4]([CH3:27])[CH:3]=1.[Cl:1][C:2]1[CH:7]=[CH:6][C:5]([C@@H:8]2[S:14][C@@H:13]([CH2:15][C:16]([O:18][CH2:19][CH3:20])=[O:17])[C@@H:12]([CH3:21])[NH:11][C:10]3[N:22]([CH3:26])[N:23]=[C:24]([CH3:25])[C:9]2=3)=[C:4]([CH3:27])[CH:3]=1. The catalyst class is: 5.